This data is from Forward reaction prediction with 1.9M reactions from USPTO patents (1976-2016). The task is: Predict the product of the given reaction. (1) Given the reactants C(O[C:6](=[O:24])[NH:7][C@@H:8]([CH2:17][C:18]1[CH:23]=[CH:22][CH:21]=[CH:20][CH:19]=1)[CH:9]([C:11](=[O:16])[NH:12][CH:13]1[CH2:15][CH2:14]1)[OH:10])(C)(C)C.FC(F)(F)C(O)=O.C(N(CC)C(C)C)(C)C.[CH2:41]([O:48][C:49]([NH:51][C@@H:52]([CH3:70])[C:53]([NH:55][C@@H:56]([CH2:60][C:61]1[C:69]2[C:64](=[CH:65][CH:66]=[CH:67][CH:68]=2)[NH:63][CH:62]=1)C(O)=O)=[O:54])=[O:50])[C:42]1[CH:47]=[CH:46][CH:45]=[CH:44][CH:43]=1.CN(C(ON1N=NC2C=CC=NC1=2)=[N+](C)C)C.F[P-](F)(F)(F)(F)F, predict the reaction product. The product is: [CH2:41]([O:48][C:49](=[O:50])[NH:51][C@H:52]([C:53](=[O:54])[NH:55][C@H:56]([C:6](=[O:24])[NH:7][C@@H:8]([CH2:17][C:18]1[CH:19]=[CH:20][CH:21]=[CH:22][CH:23]=1)[CH:9]([C:11](=[O:16])[NH:12][CH:13]1[CH2:14][CH2:15]1)[OH:10])[CH2:60][C:61]1[C:69]2[C:64](=[CH:65][CH:66]=[CH:67][CH:68]=2)[NH:63][CH:62]=1)[CH3:70])[C:42]1[CH:43]=[CH:44][CH:45]=[CH:46][CH:47]=1. (2) Given the reactants Cl[C:2]1[N:7]=[CH:6][N:5]=[C:4]([NH:8][C:9]2[CH:14]=[CH:13][C:12]([N:15]3[CH2:20][CH2:19][N:18]([CH:21]4[CH2:24][O:23][CH2:22]4)[CH2:17][CH2:16]3)=[C:11]([O:25][CH:26]([F:28])[F:27])[CH:10]=2)[N:3]=1.[F:29][C@H:30]1[C@@H:35]([O:36][C:37]2[CH:44]=[CH:43][C:42](B3OC(C)(C)C(C)(C)O3)=[CH:41][C:38]=2[C:39]#[N:40])[CH2:34][CH2:33][N:32]([C:54](=[O:58])[C@@H:55]([OH:57])[CH3:56])[CH2:31]1.C(=O)([O-])[O-].[Na+].[Na+], predict the reaction product. The product is: [F:27][CH:26]([F:28])[O:25][C:11]1[CH:10]=[C:9]([NH:8][C:4]2[N:5]=[CH:6][N:7]=[C:2]([C:42]3[CH:43]=[CH:44][C:37]([O:36][C@H:35]4[CH2:34][CH2:33][N:32]([C:54](=[O:58])[C@@H:55]([OH:57])[CH3:56])[CH2:31][C@H:30]4[F:29])=[C:38]([CH:41]=3)[C:39]#[N:40])[N:3]=2)[CH:14]=[CH:13][C:12]=1[N:15]1[CH2:20][CH2:19][N:18]([CH:21]2[CH2:24][O:23][CH2:22]2)[CH2:17][CH2:16]1. (3) Given the reactants [CH2:1]([O:8][C:9]1[CH:18]=[CH:17][CH:16]=[C:15]2[C:10]=1[CH:11]=[CH:12][N:13]=[CH:14]2)[C:2]1[CH:7]=[CH:6][CH:5]=[CH:4][CH:3]=1.CC([O-])=O.[Na+].[Br:24]Br.C([O-])([O-])=O.[K+].[K+], predict the reaction product. The product is: [CH2:1]([O:8][C:9]1[CH:18]=[CH:17][C:16]([Br:24])=[C:15]2[C:10]=1[CH:11]=[CH:12][N:13]=[CH:14]2)[C:2]1[CH:3]=[CH:4][CH:5]=[CH:6][CH:7]=1.